From a dataset of Drug-target binding data from BindingDB using IC50 measurements. Regression. Given a target protein amino acid sequence and a drug SMILES string, predict the binding affinity score between them. We predict pIC50 (pIC50 = -log10(IC50 in M); higher means more potent). Dataset: bindingdb_ic50. (1) The compound is Nc1nccc2c1ncn2C/C=C\CO. The target protein (P50247) has sequence MSDKLPYKVADIGLAAWGRKALDIAENEMPGLMRMREMYSASKPLKGARIAGCLHMTVETAVLIETLVALGAEVRWSSCNIFSTQDHAAAAIAKAGIPVFAWKGETDEEYLWCIEQTLHFKDGPLNMILDDGGDLTNLIHTKYPQLLSGIRGISEETTTGVHNLYKMMSNGILKVPAINVNDSVTKSKFDNLYGCRESLIDGIKRATDVMIAGKVAVVAGYGDVGKGCAQALRGFGARVIITEIDPINALQAAMEGYEVTTMDEACKEGNIFVTTTGCVDIILGRHFEQMKDDAIVCNIGHFDVEIDVKWLNENAVEKVNIKPQVDRYWLKNGRRIILLAEGRLVNLGCAMGHPSFVMSNSFTNQVMAQIELWTHPDKYPVGVHFLPKKLDEAVAEAHLGKLNVKLTKLTEKQAQYLGMPINGPFKPDHYRY. The pIC50 is 3.7. (2) The compound is CCCCCCCCCCC#CCOCc1cccc(CCC(=O)O)c1. The target protein (P16469) has sequence MGLYRVRVSTGSSFYAGSQNQVQLWLVGQHGEAALGWCLRPARGKETEFSVDVSEYLGPLLFVKLRKRHLLQDDAWFCNWISVQGPGANGDEFRFPCYRWVEGDRILSLPEGTARTVVDDPQGLFKKHREEELAERRKLYRWGNWKDGLILNIASTGIHDLPVDERFLEDKRIDFEASLAKGLADLAVKDSLNVLMSWNSLDSFNRIFWCGQSKLAERVRDSWKEDALFGYQFLNGTNPMLLRHSVELPARLKFPPGMEELQAQLEKELQGGTLFEADFSLLDGIKANVILCSQQYLAVPLVMLKLQPDGKLLPMVIQLQLPHEGSPLPPLFLPTDPPMVWLLAKCWVRSSDFQLHELHSHLLRGHLMAEVIAVATMRCLPSIHPIFKLLIPHFRYTMEINVRARNGLVSDLGIFDQVVSTGGGGHVELLRRAAALLTYSSFCPPDDLADRGLLGVESSFYAQDALRLWEVISRYVEGIVSLHYKTDESVKEDLELQAWC.... The pIC50 is 6.5. (3) The compound is Cc1cnc(Nc2ccc(OCCN3CCCC3)cc2)nc1Nc1cccc(S(=O)(=O)NC(C)(C)C)c1. The target protein sequence is DPTHFEKRFLKRIRDLGEGHFGKVELCRYDPEGDNTGEQVAVKSLKPESGGNHIADLKKEIEILRNLYHENIVKYKGICTEDGGNGIKLIMEFLPSGSLKEYLPKNKNKINLKQQLKYAVQICKGMDYLGSRQYVHRDLAARNVLVESEHQVKIGDFGLTKAIETDKEYYTVKDDRDSPVFWYAPECLMQSKFYIASDVWSFGVTLHELLTYCDSDSSPMALFLKMIGPTHGQMTVTRLVNTLKEGKRLPCPPNCPDEVYQLMRKCWEFQPSNRTSFQNLIEGFEALLK. The pIC50 is 7.7. (4) The target protein (P0A9A6) has sequence MFEPMELTNDAVIKVIGVGGGGGNAVEHMVRERIEGVEFFAVNTDAQALRKTAVGQTIQIGSGITKGLGAGANPEVGRNAADEDRDALRAALEGADMVFIAAGMGGGTGTGAAPVVAEVAKDLGILTVAVVTKPFNFEGKKRMAFAEQGITELSKHVDSLITIPNDKLLKVLGRGISLLDAFGAANDVLKGAVQGIAELITRPGLMNVDFADVRTVMSEMGYAMMGSGVASGEDRAEEAAEMAISSPLLEDIDLSGARGVLVNITAGFDLRLDEFETVGNTIRAFASDNATVVIGTSLDPDMNDELRVTVVATGIGMDKRPEITLVTNKQVQQPVMDRYQQHGMAPLTQEQKPVAKVVNDNAPQTAKEPDYLDIPAFLRKQAD. The compound is CSCCNc1nc(/C=C/c2ccc(Cl)cc2)nc2cc3ccccc3cc12. The pIC50 is 3.9. (5) The compound is O=C(NCCNC(=O)c1ccc(-c2ccccc2)cc1)c1ccc(O[C@H]2C3CC4CC2C[C@](C(=O)O)(C4)C3)cc1. The target protein (Q9Z2A7) has sequence MGDRGGAGSSRRRRTGSRVSVQGGSGPKVEEDEVRDAAVSPDLGAGGDAPAPAPAPAHTRDKDGRTSVGDGYWDLRCHRLQDSLFSSDSGFSNYRGILNWCVVMLILSNARLFLENLIKYGILVDPIQVVSLFLKDPYSWPAPCVIIASNIFVVAAFQIEKRLAVGALTEQMGLLLHVVNLATIICFPAAVALLVESITPVGSVFALASYSIMFLKLYSYRDVNLWCRQRRVKAKAVSTGKKVSGAAAQQAVSYPDNLTYRDLYYFIFAPTLCYELNFPRSPRIRKRFLLRRVLEMLFFTQLQVGLIQQWMVPTIQNSMKPFKDMDYSRIIERLLKLAVPNHLIWLIFFYWFFHSCLNAVAELLQFGDREFYRDWWNAESVTYFWQNWNIPVHKWCIRHFYKPMLRHGSSKWVARTGVFLTSAFFHEYLVSVPLRMFRLWAFTAMMAQVPLAWIVGRFFQGNYGNAAVWVTLIIGQPVAVLMYVHDYYVLNYDAPVGV. The pIC50 is 8.3. (6) The drug is Cc1cccc(NC(=O)Nc2cc(CC3CC3)nn2-c2ccccc2)c1. The target protein (P48549) has sequence MSALRRKFGDDYQVVTTSSSGSGLQPQGPGQDPQQQLVPKKKRQRFVDKNGRCNVQHGNLGSETSRYLSDLFTTLVDLKWRWNLFIFILTYTVAWLFMASMWWVIAYTRGDLNKAHVGNYTPCVANVYNFPSAFLFFIETEATIGYGYRYITDKCPEGIILFLFQSILGSIVDAFLIGCMFIKMSQPKKRAETLMFSEHAVISMRDGKLTLMFRVGNLRNSHMVSAQIRCKLLKSRQTPEGEFLPLDQLELDVGFSTGADQLFLVSPLTICHVIDAKSPFYDLSQRSMQTEQFEIVVILEGIVETTGMTCQARTSYTEDEVLWGHRFFPVISLEEGFFKVDYSQFHATFEVPTPPYSVKEQEEMLLMSSPLIAPAITNSKERHNSVECLDGLDDITTKLPSKLQKITGREDFPKKLLRMSSTTSEKAYSLGDLPMKLQRISSVPGNSEEKLVSKTTKMLSDPMSQSVADLPPKLQKMAGGAARMEGNLPAKLRKMNSDRF.... The pIC50 is 6.3.